Dataset: Forward reaction prediction with 1.9M reactions from USPTO patents (1976-2016). Task: Predict the product of the given reaction. Given the reactants [C:1]1([C:7]#[C:8][C:9]([O:11][CH3:12])=[O:10])[CH:6]=[CH:5][CH:4]=[CH:3][CH:2]=1.[F:13][C:14]1[CH:29]=[CH:28][C:17]([C:18]([N:20]2[CH2:24][CH2:23][CH2:22][CH:21]2C(O)=O)=O)=[CH:16][CH:15]=1.C(OC(C)C)(C)C, predict the reaction product. The product is: [F:13][C:14]1[CH:15]=[CH:16][C:17]([C:18]2[N:20]3[C:21]([CH2:22][CH2:23][CH2:24]3)=[C:8]([C:9]([O:11][CH3:12])=[O:10])[C:7]=2[C:1]2[CH:6]=[CH:5][CH:4]=[CH:3][CH:2]=2)=[CH:28][CH:29]=1.